From a dataset of Forward reaction prediction with 1.9M reactions from USPTO patents (1976-2016). Predict the product of the given reaction. (1) Given the reactants [ClH:1].[CH3:2][O:3][C:4]([C:6]1([NH2:12])[CH2:11][CH2:10][CH2:9][CH2:8][CH2:7]1)=[O:5].O.ON1[C:19]2[CH:20]=[CH:21][CH:22]=[CH:23][C:18]=2N=N1.[ClH:24].CN(C)[CH2:27][CH2:28][CH2:29][N:30]=[C:31]=[N:32][CH2:33][CH3:34].[C:36](=[O:39])([O-])O.[Na+], predict the reaction product. The product is: [Cl:1][C:18]1[CH:23]=[CH:22][CH:21]=[CH:20][C:19]=1[C:34]1[CH:33]=[N:32][C:31]2[N:30]([N:12]=[CH:6][C:4]=2[C:36](=[O:39])[NH:12][C:6]2([C:4]([O:3][CH3:2])=[O:5])[CH2:7][CH2:8][CH2:9][CH2:10][CH2:11]2)[C:29]=1[C:28]1[CH:27]=[CH:10][C:9]([Cl:24])=[CH:8][CH:7]=1. (2) Given the reactants [CH3:1][N:2]([CH3:20])[C:3]([C:5]1[N:14]([CH:15]2[CH2:19][CH2:18][CH2:17][CH2:16]2)[C:8]2[N:9]=[C:10](Cl)[N:11]=[CH:12][C:7]=2[CH:6]=1)=[O:4].C(OC([N:28]1[CH2:33][CH2:32][CH:31]([NH:34][C:35]([C:37]2[CH:38]=[N:39][C:40]([NH2:43])=[CH:41][CH:42]=2)=[O:36])[CH2:30][CH2:29]1)=O)(C)(C)C.CCCC[N+](CCCC)(CCCC)CCCC.[F-], predict the reaction product. The product is: [CH3:1][N:2]([CH3:20])[C:3]([C:5]1[N:14]([CH:15]2[CH2:19][CH2:18][CH2:17][CH2:16]2)[C:8]2[N:9]=[C:10]([NH:43][C:40]3[CH:41]=[CH:42][C:37]([C:35](=[O:36])[NH:34][CH:31]4[CH2:32][CH2:33][NH:28][CH2:29][CH2:30]4)=[CH:38][N:39]=3)[N:11]=[CH:12][C:7]=2[CH:6]=1)=[O:4]. (3) Given the reactants NC1C(C#N)=C(C2C=C(F)C=CC=2OC)C2C(=O)N(C)C(=O)N(C)C=2N=1.BrCCCC1C=CC=CC=1.[NH2:37][CH2:38][C:39]1[C:52]([NH:53][CH2:54][C:55]2C=C[C:62]3[C:57](=[CH:58][CH:59]=[CH:60][CH:61]=3)[CH:56]=2)=[N:51][C:42]2[N:43]([CH3:50])[C:44](=[O:49])[N:45]([CH3:48])[C:46](=[O:47])[C:41]=2[C:40]=1[C:65]1[CH:70]=[C:69]([F:71])[CH:68]=[CH:67][C:66]=1[O:72][CH3:73], predict the reaction product. The product is: [NH2:37][CH2:38][C:39]1[C:52]([NH:53][CH2:54][CH2:55][CH2:56][C:57]2[CH:62]=[CH:61][CH:60]=[CH:59][CH:58]=2)=[N:51][C:42]2[N:43]([CH3:50])[C:44](=[O:49])[N:45]([CH3:48])[C:46](=[O:47])[C:41]=2[C:40]=1[C:65]1[CH:70]=[C:69]([F:71])[CH:68]=[CH:67][C:66]=1[O:72][CH3:73].